Dataset: Full USPTO retrosynthesis dataset with 1.9M reactions from patents (1976-2016). Task: Predict the reactants needed to synthesize the given product. (1) Given the product [CH3:19][O:20][C:21]1[CH:22]=[C:23]([CH:27]=[CH:28][CH:29]=1)[CH2:24][CH2:25][NH:26][C:10](=[O:12])/[CH:9]=[C:8](/[C:2]1[CH:3]=[CH:4][CH:5]=[CH:6][CH:7]=1)\[C:13]1[CH:14]=[N:15][CH:16]=[CH:17][CH:18]=1, predict the reactants needed to synthesize it. The reactants are: Cl.[C:2]1(/[C:8](/[C:13]2[CH:14]=[N:15][CH:16]=[CH:17][CH:18]=2)=[CH:9]/[C:10]([OH:12])=O)[CH:7]=[CH:6][CH:5]=[CH:4][CH:3]=1.[CH3:19][O:20][C:21]1[CH:22]=[C:23]([CH:27]=[CH:28][CH:29]=1)[CH2:24][CH2:25][NH2:26]. (2) Given the product [C:18]1([C:4]2[C:5]3[S:6][C:7]4[CH:13]=[CH:12][CH:11]=[CH:10][C:8]=4[C:9]=3[CH:1]=[CH:2][CH:3]=2)[CH:23]=[CH:22][CH:21]=[CH:20][CH:19]=1, predict the reactants needed to synthesize it. The reactants are: [CH:1]1[C:9]2[C:8]3[CH:10]=[CH:11][CH:12]=[CH:13][C:7]=3[S:6][C:5]=2[C:4](B(O)O)=[CH:3][CH:2]=1.Br[C:18]1[CH:23]=[CH:22][CH:21]=[CH:20][CH:19]=1.[O-]P([O-])([O-])=O.[K+].[K+].[K+].C1(C)C=CC=CC=1. (3) Given the product [CH3:51][C:15]1([CH3:14])[C:23]2[C:18](=[CH:19][CH:20]=[C:21]([C:24]3[CH:25]=[CH:26][C:27]([C:30]([F:31])([F:33])[F:32])=[CH:28][CH:29]=3)[CH:22]=2)[N:17]([CH2:34][CH2:35][O:36][C:37]2[CH:42]=[CH:41][C:40]([CH2:43][C:44]([O:46][CH2:47][CH3:48])=[O:45])=[CH:39][C:38]=2[F:49])[CH2:16]1, predict the reactants needed to synthesize it. The reactants are: C1([SiH2]C2C=CC=CC=2)C=CC=CC=1.[CH3:14][C:15]1([CH3:51])[C:23]2[C:18](=[CH:19][CH:20]=[C:21]([C:24]3[CH:29]=[CH:28][C:27]([C:30]([F:33])([F:32])[F:31])=[CH:26][CH:25]=3)[CH:22]=2)[N:17]([C:34](=O)[CH2:35][O:36][C:37]2[CH:42]=[CH:41][C:40]([CH2:43][C:44]([O:46][CH2:47][CH3:48])=[O:45])=[CH:39][C:38]=2[F:49])[CH2:16]1. (4) Given the product [CH2:1]1[C:9]2[C:4](=[CH:5][C:6]([N:10]3[C:15]4[N:16]=[C:17]([NH:42][C:38]5[CH:39]=[CH:40][CH:41]=[C:36]([CH2:35][N:32]6[CH2:31][CH2:30][N:29]([CH3:28])[CH2:34][CH2:33]6)[CH:37]=5)[N:18]=[CH:19][C:14]=4[C:13](=[O:24])[C:12]([C:25]([NH2:27])=[O:26])=[CH:11]3)=[CH:7][CH:8]=2)[CH2:3][CH2:2]1, predict the reactants needed to synthesize it. The reactants are: [CH2:1]1[C:9]2[C:4](=[CH:5][C:6]([N:10]3[C:15]4[N:16]=[C:17](S(C)(=O)=O)[N:18]=[CH:19][C:14]=4[C:13](=[O:24])[C:12]([C:25]([NH2:27])=[O:26])=[CH:11]3)=[CH:7][CH:8]=2)[CH2:3][CH2:2]1.[CH3:28][N:29]1[CH2:34][CH2:33][N:32]([CH2:35][C:36]2[CH:37]=[C:38]([NH2:42])[CH:39]=[CH:40][CH:41]=2)[CH2:31][CH2:30]1. (5) Given the product [F:32][C:26]1[CH:27]=[C:28]([F:31])[CH:29]=[CH:30][C:25]=1[CH2:24][N:20]1[CH2:19][CH:18]2[CH2:17][N:16]([C:3]3[C:2]([CH2:35][CH:36]=[O:37])=[CH:10][CH:9]=[CH:8][C:4]=3[C:5]([NH2:40])=[O:7])[CH2:23][CH:22]2[CH2:21]1, predict the reactants needed to synthesize it. The reactants are: Cl[C:2]1[CH:3]=[C:4]([CH:8]=[CH:9][C:10]=1Cl)[C:5]([OH:7])=O.NCC([N:16]1[CH2:23][CH:22]2[CH:18]([CH2:19][N:20]([CH2:24][C:25]3[CH:30]=[CH:29][C:28]([F:31])=[CH:27][C:26]=3[F:32])[CH2:21]2)[CH2:17]1)=O.CN1CC[O:37][CH2:36][CH2:35]1.[N:40]1(OC(N(C)C)=[N+](C)C)C2C=CC=CC=2N=N1.F[P-](F)(F)(F)(F)F. (6) Given the product [Br:9][C:5]1[CH:4]=[C:3]2[C:2](=[N:7][C:6]=1[CH3:8])[N:1]=[CH:21][C:17]([C:13]([O:12][CH2:10][CH3:11])=[O:14])=[C:18]2[OH:19], predict the reactants needed to synthesize it. The reactants are: [NH2:1][C:2]1[N:7]=[C:6]([CH3:8])[C:5]([Br:9])=[CH:4][CH:3]=1.[CH2:10]([O:12][C:13](=[C:17]([C:21]([O-])=O)[C:18]([O-])=[O:19])[O:14]CC)[CH3:11]. (7) Given the product [F:41][CH2:40][C@@:27]1([C:30]([O:32][CH2:33][C:34]2[CH:35]=[CH:36][CH:37]=[CH:38][CH:39]=2)=[O:31])[CH2:28][CH2:29][C:24]([C:11]2[C:12]([CH3:22])([CH3:23])[C@H:13]3[C@:8]([CH3:42])([CH2:9][CH:10]=2)[C@@H:7]2[C@:16]([CH3:21])([C@@:17]4([CH3:20])[C@H:4]([CH2:5][CH2:6]2)[C@H:3]2[C@H:43]([C:46]([CH3:48])=[CH2:47])[CH2:44][CH2:45][C@:2]2([NH:1][CH2:61][CH2:60][C:57]2([OH:63])[CH2:56][CH2:55][CH:54]([O:53][S:50]([CH3:49])(=[O:52])=[O:51])[CH2:59][CH2:58]2)[CH2:19][CH2:18]4)[CH2:15][CH2:14]3)=[CH:25][CH2:26]1, predict the reactants needed to synthesize it. The reactants are: [NH2:1][C@:2]12[CH2:45][CH2:44][C@@H:43]([C:46]([CH3:48])=[CH2:47])[C@@H:3]1[C@@H:4]1[C@@:17]([CH3:20])([CH2:18][CH2:19]2)[C@@:16]2([CH3:21])[C@@H:7]([C@:8]3([CH3:42])[C@@H:13]([CH2:14][CH2:15]2)[C:12]([CH3:23])([CH3:22])[C:11]([C:24]2[CH2:29][CH2:28][C@@:27]([CH2:40][F:41])([C:30]([O:32][CH2:33][C:34]4[CH:39]=[CH:38][CH:37]=[CH:36][CH:35]=4)=[O:31])[CH2:26][CH:25]=2)=[CH:10][CH2:9]3)[CH2:6][CH2:5]1.[CH3:49][S:50]([O:53][CH:54]1[CH2:59][CH2:58][C:57]([OH:63])([CH2:60][CH:61]=O)[CH2:56][CH2:55]1)(=[O:52])=[O:51].C(=O)(O)[O-].[Na+]. (8) Given the product [NH2:22][C:17]([CH3:21])([CH2:18][CH2:19][CH3:20])[CH2:16][NH:15][C:13]([C:9]1[N:4]2[CH:5]=[C:6]([CH3:8])[CH:7]=[C:2]([O:1][CH2:33][C:32]3[C:35]([F:41])=[C:36]([F:40])[CH:37]=[C:38]([F:39])[C:31]=3[F:30])[C:3]2=[N:11][C:10]=1[CH3:12])=[O:14], predict the reactants needed to synthesize it. The reactants are: [OH:1][C:2]1[C:3]2[N:4]([C:9]([C:13]([NH:15][CH2:16][C:17]([NH:22]C(=O)OC(C)(C)C)([CH3:21])[CH2:18][CH2:19][CH3:20])=[O:14])=[C:10]([CH3:12])[N:11]=2)[CH:5]=[C:6]([CH3:8])[CH:7]=1.[F:30][C:31]1[C:38]([F:39])=[CH:37][C:36]([F:40])=[C:35]([F:41])[C:32]=1[CH2:33]Br.C(=O)([O-])[O-].[Cs+].[Cs+].[I-].[K+].Cl. (9) Given the product [CH:10]12[CH2:14][CH:13]([NH:8][CH2:9]1)[CH2:12][N:11]2[CH2:15][C:16]1[CH:17]=[C:18]([C:22]2[CH:27]=[CH:26][N:25]=[C:24]([NH:39][CH2:38][CH2:37][C:33]3[CH:34]=[CH:35][CH:36]=[C:31]([F:30])[CH:32]=3)[N:23]=2)[CH:19]=[CH:20][CH:21]=1, predict the reactants needed to synthesize it. The reactants are: C(OC([N:8]1[CH:13]([CH3:14])[CH2:12][N:11]([CH2:15][C:16]2[CH:21]=[CH:20][CH:19]=[C:18]([C:22]3[CH:27]=[CH:26][N:25]=[C:24](Cl)[N:23]=3)[CH:17]=2)[CH2:10][CH:9]1C)=O)(C)(C)C.[F:30][C:31]1[CH:32]=[C:33]([CH2:37][CH2:38][NH2:39])[CH:34]=[CH:35][CH:36]=1.